From a dataset of Forward reaction prediction with 1.9M reactions from USPTO patents (1976-2016). Predict the product of the given reaction. (1) Given the reactants [CH3:1][C:2]1[NH:7][C:6](=[O:8])[C:5]([CH2:9][NH:10]C(=O)OC(C)(C)C)=[C:4]([CH2:18][C:19]2[CH:24]=[CH:23][CH:22]=[CH:21][CH:20]=2)[CH:3]=1.[ClH:25], predict the reaction product. The product is: [NH2:10][CH2:9][C:5]1[C:6](=[O:8])[NH:7][C:2]([CH3:1])=[CH:3][C:4]=1[CH2:18][C:19]1[CH:24]=[CH:23][CH:22]=[CH:21][CH:20]=1.[ClH:25]. (2) Given the reactants O[CH2:2][C:3]1[C:4](=[O:10])[NH:5][C:6]([CH3:9])=[CH:7][CH:8]=1.[H][H], predict the reaction product. The product is: [CH3:2][C:3]1[C:4](=[O:10])[NH:5][C:6]([CH3:9])=[CH:7][CH:8]=1.